Task: Predict which catalyst facilitates the given reaction.. Dataset: Catalyst prediction with 721,799 reactions and 888 catalyst types from USPTO Reactant: [N+:1]([C:4]1[CH:5]=[C:6]([CH:9]=[CH:10][CH:11]=1)[CH:7]=[O:8])([O-:3])=[O:2].C1(C)C=CC(S([CH2:21][N+:22]#[C-:23])(=O)=O)=CC=1.C(=O)([O-])[O-].[K+].[K+]. Product: [O:8]1[C:7]([C:6]2[CH:5]=[C:4]([N+:1]([O-:3])=[O:2])[CH:11]=[CH:10][CH:9]=2)=[CH:23][N:22]=[CH:21]1. The catalyst class is: 5.